This data is from Cav3 T-type calcium channel HTS with 100,875 compounds. The task is: Binary Classification. Given a drug SMILES string, predict its activity (active/inactive) in a high-throughput screening assay against a specified biological target. (1) The compound is O=C(NC1CCCCC1)C1(N(Cc2occc2)C(=O)CNC(=O)C)CCCCC1. The result is 0 (inactive). (2) The molecule is O1C(C(CC1=O)C(=O)Nc1ccc(OC)cc1)(C)C. The result is 0 (inactive). (3) The compound is s1c(nc2c1nccc2)c1ccc(NC(=O)c2occc2)cc1. The result is 0 (inactive). (4) The molecule is S(=O)(=O)(N(CC(=O)N1CCN(CC1)C(OCC)=O)Cc1ccccc1)C. The result is 0 (inactive).